This data is from Peptide-MHC class II binding affinity with 134,281 pairs from IEDB. The task is: Regression. Given a peptide amino acid sequence and an MHC pseudo amino acid sequence, predict their binding affinity value. This is MHC class II binding data. The peptide sequence is MNYYGKQENWYSLKK. The MHC is DRB1_0101 with pseudo-sequence DRB1_0101. The binding affinity (normalized) is 0.828.